This data is from Reaction yield outcomes from USPTO patents with 853,638 reactions. The task is: Predict the reaction yield, written as a fraction of the theoretical maximum amount of product (1.0 means a 100% yield; for example, 0.34 means a 34% yield). The reactants are [N+]([C:4]1[CH:11]=[C:10]([C:12]([F:15])([F:14])[F:13])[CH:9]=[CH:8][C:5]=1[C:6]#[N:7])([O-])=O.[CH3:16][O-:17].[Na+].O. The catalyst is CO. The product is [CH3:16][O:17][C:4]1[CH:11]=[C:10]([C:12]([F:15])([F:14])[F:13])[CH:9]=[CH:8][C:5]=1[C:6]#[N:7]. The yield is 0.910.